This data is from Full USPTO retrosynthesis dataset with 1.9M reactions from patents (1976-2016). The task is: Predict the reactants needed to synthesize the given product. (1) Given the product [NH2:1][S:2]([CH2:5][C@H:6]([CH3:17])[C:7]([OH:9])=[O:8])(=[O:4])=[O:3], predict the reactants needed to synthesize it. The reactants are: [NH2:1][S:2]([CH2:5][C@H:6]([CH3:17])[C:7]([O:9]CC1C=CC=CC=1)=[O:8])(=[O:4])=[O:3]. (2) Given the product [C:1]([O:5][C:6](=[O:35])[NH:7][C:8]([CH3:34])([CH3:33])[CH2:9][CH2:10][C:11]1[CH:16]=[CH:15][C:14]([N:17]2[CH2:21][C:20](=[O:22])[NH:19][S:18]2(=[O:24])=[O:23])=[C:13]([OH:25])[CH:12]=1)([CH3:4])([CH3:2])[CH3:3], predict the reactants needed to synthesize it. The reactants are: [C:1]([O:5][C:6](=[O:35])[NH:7][C:8]([CH3:34])([CH3:33])/[CH:9]=[CH:10]/[C:11]1[CH:16]=[CH:15][C:14]([N:17]2[CH2:21][C:20](=[O:22])[NH:19][S:18]2(=[O:24])=[O:23])=[C:13]([O:25]CC2C=CC=CC=2)[CH:12]=1)([CH3:4])([CH3:3])[CH3:2].